Predict the reactants needed to synthesize the given product. From a dataset of Full USPTO retrosynthesis dataset with 1.9M reactions from patents (1976-2016). Given the product [Br:1][C:2]1[CH:3]=[CH:4][C:5]([C:8]2[O:10][N:26]=[C:23]([CH3:24])[N:25]=2)=[N:6][CH:7]=1, predict the reactants needed to synthesize it. The reactants are: [Br:1][C:2]1[CH:3]=[CH:4][C:5]([C:8]([OH:10])=O)=[N:6][CH:7]=1.C(N1C=CN=C1)(N1C=CN=C1)=O.[C:23](=[N:26]O)([NH2:25])[CH3:24].